From a dataset of Full USPTO retrosynthesis dataset with 1.9M reactions from patents (1976-2016). Predict the reactants needed to synthesize the given product. (1) The reactants are: [Br:1][C:2]1[CH:7]=[C:6]([C:8]2[C:20]3[C:19]([CH3:21])=[C:18]([CH3:22])[O:17][C:16]=3[CH:15]=[C:14]3[C:9]=2[CH:10]=[CH:11][CH:12]=[CH:13]3)[CH:5]=[C:4]([CH2:23][CH3:24])[C:3]=1[OH:25].[H-].[Na+].Br[CH2:29][CH2:30][CH2:31][C:32]([O:34][CH3:35])=[O:33].C(=O)([O-])[O-].[K+].[K+]. Given the product [CH3:35][O:34][C:32](=[O:33])[CH2:31][CH2:30][CH2:29][O:25][C:3]1[C:4]([CH2:23][CH3:24])=[CH:5][C:6]([C:8]2[C:20]3[C:19]([CH3:21])=[C:18]([CH3:22])[O:17][C:16]=3[CH:15]=[C:14]3[C:9]=2[CH:10]=[CH:11][CH:12]=[CH:13]3)=[CH:7][C:2]=1[Br:1], predict the reactants needed to synthesize it. (2) Given the product [CH3:45][O:44][C:39]1[CH:40]=[CH:41][CH:42]=[CH:43][C:38]=1[C:37]([NH:36][CH2:35][C@H:10]1[CH2:9][NH:8][CH2:13][C:12](=[O:14])[N:11]1[C:15]1[CH:16]=[CH:17][C:18]([O:21][CH2:22][CH2:23][CH2:24][O:25][CH2:26][C:27]2[CH:32]=[CH:31][CH:30]=[CH:29][C:28]=2[O:33][CH3:34])=[CH:19][CH:20]=1)=[O:46], predict the reactants needed to synthesize it. The reactants are: C(OC([N:8]1[CH2:13][C:12](=[O:14])[N:11]([C:15]2[CH:20]=[CH:19][C:18]([O:21][CH2:22][CH2:23][CH2:24][O:25][CH2:26][C:27]3[CH:32]=[CH:31][CH:30]=[CH:29][C:28]=3[O:33][CH3:34])=[CH:17][CH:16]=2)[C@@H:10]([CH2:35][NH:36][C:37](=[O:46])[C:38]2[CH:43]=[CH:42][CH:41]=[CH:40][C:39]=2[O:44][CH3:45])[CH2:9]1)=O)(C)(C)C.C(Cl)(=O)C. (3) Given the product [NH2:16][C:14](=[O:15])[CH:13]([N:6]1[CH:5]=[CH:4][C:3]2[C:8](=[CH:9][CH:10]=[CH:11][C:2]=2[NH:1][C:70](=[O:71])[C@H:69]([C:66]2[CH:67]=[CH:68][C:63]([Cl:62])=[CH:64][CH:65]=2)[CH3:73])[C:7]1=[O:12])[C:17]1[CH:18]=[CH:19][C:20]([Cl:23])=[CH:21][CH:22]=1, predict the reactants needed to synthesize it. The reactants are: [NH2:1][C:2]1[CH:11]=[CH:10][CH:9]=[C:8]2[C:3]=1[CH:4]=[CH:5][N:6]([CH:13]([C:17]1[CH:22]=[CH:21][C:20]([Cl:23])=[CH:19][CH:18]=1)[C:14]([NH2:16])=[O:15])[C:7]2=[O:12].CN(C)C=O.C(N(CC)C(C)C)(C)C.F[P-](F)(F)(F)(F)F.C[N+](C)=C(N(C)C)ON1C2N=CC=CC=2N=N1.[Cl:62][C:63]1[CH:68]=[CH:67][C:66]([C@H:69]([CH3:73])[C:70](O)=[O:71])=[CH:65][CH:64]=1. (4) Given the product [NH2:10][C@H:11]1[C@@H:12]([CH2:16][N:17]2[C:21]([CH3:22])=[N:20][CH:19]=[N:18]2)[NH:13][C:14]1=[O:15], predict the reactants needed to synthesize it. The reactants are: C(OC(=O)[NH:10][C@@H:11]1[C:14](=[O:15])[NH:13][C@@H:12]1[CH2:16][N:17]1[C:21]([CH3:22])=[N:20][CH:19]=[N:18]1)C1C=CC=CC=1. (5) The reactants are: [Cl:1][C:2]1[CH:7]=[CH:6][CH:5]=[C:4]([Cl:8])[C:3]=1[NH:9][C:10]([NH:12][C:13]1[S:14][C:15]([CH:21]([CH3:23])[CH3:22])=[CH:16][C:17]=1[C:18]([OH:20])=O)=[O:11].CN(C(ON1N=NC2C=CC=NC1=2)=[N+](C)C)C.F[P-](F)(F)(F)(F)F.CCN(C(C)C)C(C)C.Cl.[NH2:58][C@@H:59]([CH:64]1[CH2:69][CH2:68][CH2:67][CH2:66][CH2:65]1)[C:60]([O:62][CH3:63])=[O:61]. Given the product [CH:64]1([C@H:59]([NH:58][C:18]([C:17]2[CH:16]=[C:15]([CH:21]([CH3:23])[CH3:22])[S:14][C:13]=2[NH:12][C:10]([NH:9][C:3]2[C:4]([Cl:8])=[CH:5][CH:6]=[CH:7][C:2]=2[Cl:1])=[O:11])=[O:20])[C:60]([O:62][CH3:63])=[O:61])[CH2:69][CH2:68][CH2:67][CH2:66][CH2:65]1, predict the reactants needed to synthesize it.